From a dataset of Full USPTO retrosynthesis dataset with 1.9M reactions from patents (1976-2016). Predict the reactants needed to synthesize the given product. (1) Given the product [Br:1][C:2]1[C:3]([O:23][CH3:24])=[C:4]([C:9]([CH2:12][S:13]([C:16]2[CH:21]=[CH:20][CH:19]=[C:18]([O:30][CH3:29])[CH:17]=2)(=[O:15])=[O:14])=[CH:10][CH:11]=1)[C:5]([O:7][CH3:8])=[O:6], predict the reactants needed to synthesize it. The reactants are: [Br:1][C:2]1[C:3]([O:23][CH3:24])=[C:4]([C:9]([CH2:12][S:13]([C:16]2[CH:21]=[CH:20][CH:19]=[C:18](Cl)[CH:17]=2)(=[O:15])=[O:14])=[CH:10][CH:11]=1)[C:5]([O:7][CH3:8])=[O:6].BrC1C(OC)=C(C(CSC2C=CC=C(OC)C=2)=CC=1)[C:29](OC)=[O:30]. (2) Given the product [S:1]1[CH:5]=[CH:4][N:3]=[C:2]1[C:13]1([NH:12][S:10]([C:7]([CH3:9])([CH3:8])[CH3:6])=[O:11])[CH2:16][O:15][CH2:14]1, predict the reactants needed to synthesize it. The reactants are: [S:1]1[CH:5]=[CH:4][N:3]=[CH:2]1.[CH3:6][C:7]([S:10]([N:12]=[C:13]1[CH2:16][O:15][CH2:14]1)=[O:11])([CH3:9])[CH3:8]. (3) Given the product [C:1]([C:5]1[CH:6]=[C:7]2[C:12](=[C:13]([F:15])[CH:14]=1)[C:11](=[O:16])[N:10]([C:17]1[CH:27]=[CH:26][CH:25]=[C:24]([C:28]3[N:29]=[C:30]([NH:37][C:38]4[CH:39]=[CH:40][C:41]([C:44]([N:46]5[CH2:51][CH2:50][O:49][CH2:48][CH2:47]5)=[O:45])=[CH:42][CH:43]=4)[C:31]4[N:32]([CH:34]=[CH:35][N:36]=4)[CH:33]=3)[C:18]=1[CH2:19][OH:20])[N:9]=[CH:8]2)([CH3:4])([CH3:2])[CH3:3], predict the reactants needed to synthesize it. The reactants are: [C:1]([C:5]1[CH:6]=[C:7]2[C:12](=[C:13]([F:15])[CH:14]=1)[C:11](=[O:16])[N:10]([C:17]1[CH:27]=[CH:26][CH:25]=[C:24]([C:28]3[N:29]=[C:30]([NH:37][C:38]4[CH:43]=[CH:42][C:41]([C:44]([N:46]5[CH2:51][CH2:50][O:49][CH2:48][CH2:47]5)=[O:45])=[CH:40][CH:39]=4)[C:31]4[N:32]([CH:34]=[CH:35][N:36]=4)[CH:33]=3)[C:18]=1[CH2:19][O:20]C(=O)C)[N:9]=[CH:8]2)([CH3:4])([CH3:3])[CH3:2].C([O-])([O-])=O.[K+].[K+]. (4) Given the product [CH3:2][C:3]1[N:4]=[C:5]([NH:8][C:9]2[C:14]([O:15][CH2:16][C:17]3[CH:18]=[C:19]([CH:20]=[CH:21][CH:22]=3)[O:23][CH2:31][C:32]([O:34][C:35]([CH3:38])([CH3:37])[CH3:36])=[O:33])=[CH:13][CH:12]=[CH:11][N:10]=2)[S:6][CH:7]=1, predict the reactants needed to synthesize it. The reactants are: Cl.[CH3:2][C:3]1[N:4]=[C:5]([NH:8][C:9]2[C:14]([O:15][CH2:16][C:17]3[CH:18]=[C:19]([OH:23])[CH:20]=[CH:21][CH:22]=3)=[CH:13][CH:12]=[CH:11][N:10]=2)[S:6][CH:7]=1.C(=O)([O-])[O-].[K+].[K+].Br[CH2:31][C:32]([O:34][C:35]([CH3:38])([CH3:37])[CH3:36])=[O:33].O. (5) Given the product [CH3:8][C:7]1[CH:6]=[C:5]2[C:4](=[CH:3][C:2]=1[CH3:1])[NH:10][C:12](=[O:13])[C:11](=[O:17])[NH:9]2, predict the reactants needed to synthesize it. The reactants are: [CH3:1][C:2]1[CH:3]=[C:4]([NH2:10])[C:5]([NH2:9])=[CH:6][C:7]=1[CH3:8].[C:11](OCC)(=[O:17])[C:12](OCC)=[O:13].